Dataset: Reaction yield outcomes from USPTO patents with 853,638 reactions. Task: Predict the reaction yield, written as a fraction of the theoretical maximum amount of product (1.0 means a 100% yield; for example, 0.34 means a 34% yield). (1) The reactants are Cl[C:2]1[C:7]([CH:8]=[O:9])=[C:6]([N:10]2[CH2:22][CH2:21][N:13]3[C:14]4[CH2:15][CH2:16][CH2:17][CH2:18][C:19]=4[CH:20]=[C:12]3[C:11]2=[O:23])[N:5]=[CH:4][CH:3]=1.[CH3:24][N:25]1[CH:30]=[C:29](B2OC(C)(C)C(C)(C)O2)[CH:28]=[C:27]([NH:40][C:41]2[CH:46]=[CH:45][C:44]([N:47]3[CH2:52][CH2:51][N:50]([CH:53]4[CH2:56][O:55][CH2:54]4)[CH2:49][C@H:48]3[CH3:57])=[CH:43][N:42]=2)[C:26]1=[O:58].[O-]P([O-])([O-])=O.[K+].[K+].[K+].C([O-])(=O)C.[Na+]. The catalyst is C1C=CC(P(C2C=CC=CC=2)[C-]2C=CC=C2)=CC=1.C1C=CC(P(C2C=CC=CC=2)[C-]2C=CC=C2)=CC=1.Cl[Pd]Cl.[Fe+2].O.C(#N)C. The product is [CH3:24][N:25]1[C:26](=[O:58])[C:27]([NH:40][C:41]2[CH:46]=[CH:45][C:44]([N:47]3[CH2:52][CH2:51][N:50]([CH:53]4[CH2:54][O:55][CH2:56]4)[CH2:49][C@H:48]3[CH3:57])=[CH:43][N:42]=2)=[CH:28][C:29]([C:2]2[C:7]([CH:8]=[O:9])=[C:6]([N:10]3[CH:22]=[CH:21][N:13]4[C:14]5[CH2:15][CH2:16][CH2:17][CH2:18][C:19]=5[CH:20]=[C:12]4[C:11]3=[O:23])[N:5]=[CH:4][CH:3]=2)=[CH:30]1. The yield is 0.300. (2) The reactants are [Cl:1][C:2]1[N:7]=[CH:6][C:5]([OH:8])=[CH:4][N:3]=1.Cl[C:10]([F:15])([F:14])C([O-])=O.[Na+]. The catalyst is CN(C)C=O.O. The product is [Cl:1][C:2]1[N:7]=[CH:6][C:5]([O:8][CH:10]([F:15])[F:14])=[CH:4][N:3]=1. The yield is 0.397. (3) The reactants are [N:1]1[CH:6]=[CH:5][CH:4]=[C:3]([C:7]2[S:8][C:9]([C:16]([OH:18])=O)=[C:10]([C:12]([F:15])([F:14])[F:13])[N:11]=2)[CH:2]=1.S(Cl)(Cl)=O.Cl.[CH3:24][N:25](C)[OH:26].[CH2:28](N(CCC)CCC)C. The catalyst is C(Cl)Cl. The product is [CH3:28][O:26][N:25]([CH3:24])[C:16]([C:9]1[S:8][C:7]([C:3]2[CH:2]=[N:1][CH:6]=[CH:5][CH:4]=2)=[N:11][C:10]=1[C:12]([F:13])([F:14])[F:15])=[O:18]. The yield is 0.920. (4) The reactants are [C-:1]#[N:2].[K+].[Br:4][C:5]1[CH:6]=[N:7][CH:8]=[C:9]([CH2:11]Cl)[CH:10]=1. The catalyst is CN(C=O)C. The product is [Br:4][C:5]1[CH:10]=[C:9]([CH2:11][C:1]#[N:2])[CH:8]=[N:7][CH:6]=1. The yield is 0.465. (5) The reactants are [C:1]([O:5][C:6](=[O:22])[CH2:7][C:8](=[O:21])[C:9]([C:12]1[CH:17]=[CH:16][C:15]([CH2:18][CH3:19])=[C:14]([I:20])[CH:13]=1)([CH3:11])[CH3:10])([CH3:4])([CH3:3])[CH3:2].C(=O)([O-])[O-].[Cs+].[Cs+].Cl[C:30]1[CH:37]=[CH:36][C:33]([C:34]#[N:35])=[CH:32][C:31]=1[N+]([O-])=O.C(OCC)(=O)C. The catalyst is CN1C(=O)CCC1. The product is [C:1]([O:5][C:6]([C:7]1[C:30]2[CH:31]=[CH:32][C:33]([C:34]#[N:35])=[CH:36][C:37]=2[O:21][C:8]=1[C:9]([C:12]1[CH:17]=[CH:16][C:15]([CH2:18][CH3:19])=[C:14]([I:20])[CH:13]=1)([CH3:11])[CH3:10])=[O:22])([CH3:2])([CH3:3])[CH3:4]. The yield is 0.260.